From a dataset of Catalyst prediction with 721,799 reactions and 888 catalyst types from USPTO. Predict which catalyst facilitates the given reaction. (1) Reactant: [NH2:1][C:2]1[C:11]2[C:6](=[CH:7][CH:8]=[CH:9][CH:10]=2)[C:5]([C:12]#[N:13])=[CH:4][CH:3]=1.[CH:14](N(CC)C(C)C)(C)[CH3:15].[C:23]1([CH3:29])[CH:28]=[CH:27][CH:26]=[CH:25][CH:24]=1. Product: [CH2:27]1[C:26]2([CH2:25][CH2:24][N:1]([C:2]3[C:11]4[C:6](=[CH:7][CH:8]=[CH:9][CH:10]=4)[C:5]([C:12]#[N:13])=[CH:4][CH:3]=3)[CH2:15][CH2:14]2)[CH2:29][CH2:23][CH2:28]1. The catalyst class is: 6. (2) Reactant: [NH2:1][C:2]1[N:7]=[CH:6][N:5]=[C:4]2[N:8]([C@H:18]3[CH2:22][CH2:21][N:20](C(OC(C)(C)C)=O)[CH2:19]3)[N:9]=[C:10]([C:11]3[CH:16]=[CH:15][C:14]([NH2:17])=[CH:13][CH:12]=3)[C:3]=12.[F:30][C:31]([F:42])([F:41])[C:32]1[CH:33]=[C:34]([CH:38]=[CH:39][CH:40]=1)[C:35](Cl)=[O:36]. Product: [NH2:1][C:2]1[N:7]=[CH:6][N:5]=[C:4]2[N:8]([C@H:18]3[CH2:22][CH2:21][NH:20][CH2:19]3)[N:9]=[C:10]([C:11]3[CH:12]=[CH:13][C:14]([NH:17][C:35](=[O:36])[C:34]4[CH:38]=[CH:39][CH:40]=[C:32]([C:31]([F:30])([F:41])[F:42])[CH:33]=4)=[CH:15][CH:16]=3)[C:3]=12. The catalyst class is: 2. (3) Product: [NH2:19][C:18]1[C:14]([C:6]2[N:5]([CH2:4][C:3]([NH:22][CH3:21])=[O:20])[C:9]3[CH:10]=[CH:11][CH:12]=[CH:13][C:8]=3[N:7]=2)=[N:15][O:16][N:17]=1. The catalyst class is: 275. Reactant: CO[C:3](=[O:20])[CH2:4][N:5]1[C:9]2[CH:10]=[CH:11][CH:12]=[CH:13][C:8]=2[N:7]=[C:6]1[C:14]1[C:18]([NH2:19])=[N:17][O:16][N:15]=1.[CH3:21][NH2:22].[C-]#N.[Na+]. (4) Reactant: [C:1](O)(=O)/C=C/C(O)=O.[F:9][C:10]1[CH:11]=[C:12]2[C:16](=[CH:17][CH:18]=1)[NH:15][CH:14]=[C:13]2[C@H:19]1[CH2:23][CH2:22][C@@H:21]([NH:24][CH2:25][C@@H:26]2[O:40][C:30]3=[C:31]4[C:36](=[CH:37][CH:38]=[C:29]3[O:28][CH2:27]2)[N:35]=[C:34]([CH3:39])[CH:33]=[CH:32]4)[CH2:20]1.C=O.C(O[BH-](OC(=O)C)OC(=O)C)(=O)C.[Na+]. Product: [F:9][C:10]1[CH:11]=[C:12]2[C:16](=[CH:17][CH:18]=1)[NH:15][CH:14]=[C:13]2[C@H:19]1[CH2:23][CH2:22][C@@H:21]([N:24]([CH3:1])[CH2:25][C@@H:26]2[O:40][C:30]3=[C:31]4[C:36](=[CH:37][CH:38]=[C:29]3[O:28][CH2:27]2)[N:35]=[C:34]([CH3:39])[CH:33]=[CH:32]4)[CH2:20]1. The catalyst class is: 83. (5) Reactant: [NH2:1][C:2]1[CH:3]=[C:4]2[C:9](=[C:10]([Cl:12])[CH:11]=1)[N:8]=[CH:7][C:6]([C:13]#[N:14])=[C:5]2[NH:15][C:16]1[CH:21]=[CH:20][C:19]([F:22])=[C:18]([Cl:23])[CH:17]=1.[N:24]1[N:25]2[CH2:33][CH2:32][CH2:31][C:26]2=[CH:27][C:28]=1[CH:29]=O.[BH3-]C#N.[Na+]. Product: [Cl:12][C:10]1[CH:11]=[C:2]([NH:1][CH2:29][C:28]2[CH:27]=[C:26]3[CH2:31][CH2:32][CH2:33][N:25]3[N:24]=2)[CH:3]=[C:4]2[C:9]=1[N:8]=[CH:7][C:6]([C:13]#[N:14])=[C:5]2[NH:15][C:16]1[CH:21]=[CH:20][C:19]([F:22])=[C:18]([Cl:23])[CH:17]=1. The catalyst class is: 14. (6) Product: [Cl:1][C:2]1[C:3]([CH2:14][N:15]([CH:41]2[CH2:43][CH2:42]2)[C:16]([CH:18]2[C:23]([C:26]3[CH:31]=[CH:30][C:29]([F:32])=[C:28]([F:33])[CH:27]=3)([OH:24])[CH2:22][CH2:21][NH:20][CH2:19]2)=[O:17])=[CH:4][C:5]([CH2:9][CH2:10][CH2:11][O:12][CH3:13])=[N+:6]([O-:8])[CH:7]=1. Reactant: [Cl:1][C:2]1[C:3]([CH2:14][N:15]([CH:41]2[CH2:43][CH2:42]2)[C:16]([C@@H:18]2[C@:23]([C:26]3[CH:31]=[CH:30][C:29]([F:32])=[C:28]([F:33])[CH:27]=3)([O:24]C)[CH2:22][CH2:21][N:20](C(OC(C)(C)C)=O)[CH2:19]2)=[O:17])=[CH:4][C:5]([CH2:9][CH2:10][CH2:11][O:12][CH3:13])=[N+:6]([O-:8])[CH:7]=1.Cl. The catalyst class is: 4. (7) Reactant: [CH:1]1([CH:7]([C:9]2[C:10]([F:15])=[N:11][CH:12]=[CH:13][CH:14]=2)[OH:8])[CH2:6][CH2:5][CH2:4][CH2:3][CH2:2]1.C1C=C[NH+]=CC=1.[O-][Cr](Cl)(=O)=O. Product: [CH:1]1([C:7]([C:9]2[C:10]([F:15])=[N:11][CH:12]=[CH:13][CH:14]=2)=[O:8])[CH2:2][CH2:3][CH2:4][CH2:5][CH2:6]1. The catalyst class is: 2.